This data is from Forward reaction prediction with 1.9M reactions from USPTO patents (1976-2016). The task is: Predict the product of the given reaction. (1) Given the reactants C([C@@H]1COC(=O)N1[C:14]([C@@H:16]1[CH2:21][CH2:20][C@@H:19]([CH3:22])[CH2:18][C@H:17]1[CH3:23])=[O:15])C1C=CC=CC=1.OO.[Li+].[OH-].[O-:28]S([O-])=O.[Na+].[Na+], predict the reaction product. The product is: [CH3:23][C@@H:17]1[CH2:18][C@H:19]([CH3:22])[CH2:20][CH2:21][C@H:16]1[C:14]([OH:15])=[O:28]. (2) Given the reactants [CH2:1]([O:8][C:9]([N:11]1[CH2:15][CH:14]([O:16]C(=O)C2C=CC([N+]([O-])=O)=CC=2)[CH2:13][CH:12]1[C:28]([C:30]1[C:38]2[C:33](=[CH:34][C:35]([F:39])=[CH:36][CH:37]=2)[NH:32][CH:31]=1)=[O:29])=[O:10])[C:2]1[CH:7]=[CH:6][CH:5]=[CH:4][CH:3]=1.O.[OH-].[Na+].CC(O)=O, predict the reaction product. The product is: [CH2:1]([O:8][C:9]([N:11]1[CH2:15][CH:14]([OH:16])[CH2:13][CH:12]1[C:28]([C:30]1[C:38]2[C:33](=[CH:34][C:35]([F:39])=[CH:36][CH:37]=2)[NH:32][CH:31]=1)=[O:29])=[O:10])[C:2]1[CH:7]=[CH:6][CH:5]=[CH:4][CH:3]=1. (3) Given the reactants [CH2:1]([NH:8][C:9]1[CH2:13][O:12][C:11](=[O:14])[CH:10]=1)[C:2]1[CH:7]=[CH:6][CH:5]=[CH:4][CH:3]=1.[OH-].[Na+].[CH2:17](Cl)[C:18]1[CH:23]=[CH:22][CH:21]=[CH:20][CH:19]=1, predict the reaction product. The product is: [CH2:1]([N:8]([CH2:17][C:18]1[CH:23]=[CH:22][CH:21]=[CH:20][CH:19]=1)[C:9]1[CH2:13][O:12][C:11](=[O:14])[CH:10]=1)[C:2]1[CH:3]=[CH:4][CH:5]=[CH:6][CH:7]=1. (4) Given the reactants [NH2:1][C:2]1[C:3]2[C:10]([C:11]3[CH:12]=[N:13][C:14]4[C:19]([CH:20]=3)=[CH:18][CH:17]=[CH:16][CH:15]=4)=[C:9](Br)[N:8]([CH2:22][CH2:23][C@@H:24]([NH:27][C:28](=[O:34])[O:29][C:30]([CH3:33])([CH3:32])[CH3:31])[CH:25]=[CH2:26])[C:4]=2[N:5]=[CH:6][N:7]=1.NC1C2C(C3C=NC4C(C=3)=CC=CC=4)=C3N(C=2N=CN=1)C[C@@H](NC(=O)OC(C)(C)C)CC3, predict the reaction product. The product is: [NH2:1][C:2]1[C:3]2[C:10]([C:11]3[CH:12]=[N:13][C:14]4[C:19]([CH:20]=3)=[CH:18][CH:17]=[CH:16][CH:15]=4)=[C:9]3[CH2:26][CH2:25][C@H:24]([NH:27][C:28](=[O:34])[O:29][C:30]([CH3:33])([CH3:32])[CH3:31])[CH2:23][CH2:22][N:8]3[C:4]=2[N:5]=[CH:6][N:7]=1. (5) Given the reactants [CH3:1][O:2][C:3]1[CH:16]=[CH:15][CH:14]=[C:13]2[C:4]=1[O:5][C:6]1[CH:7]=[C:8](C#N)[CH:9]=[CH:10][C:11]=1[C:12]2=[C:17]1[CH2:23][CH:22]2[N:24]([C:25](=[O:30])[C:26]([F:29])([F:28])[F:27])[CH:19]([CH2:20][CH2:21]2)[CH2:18]1.[Br:33]C1C=CC2C(=C3CC4N(C(=O)C(F)(F)F)C(CC4)C3)C3C(OC=2C=1)=CC=CC=3, predict the reaction product. The product is: [Br:33][C:8]1[CH:9]=[CH:10][C:11]2[C:12](=[C:17]3[CH2:23][CH:22]4[N:24]([C:25](=[O:30])[C:26]([F:29])([F:28])[F:27])[CH:19]([CH2:20][CH2:21]4)[CH2:18]3)[C:13]3[C:4]([O:5][C:6]=2[CH:7]=1)=[C:3]([O:2][CH3:1])[CH:16]=[CH:15][CH:14]=3. (6) Given the reactants C([O-])([O-])=O.[K+].[K+].[NH:7]1[C:11]2[CH:12]=[CH:13][CH:14]=[CH:15][C:10]=2[N:9]=[C:8]1[NH:16][CH:17]1[CH2:22][CH2:21][N:20]([C:23]([O:25][CH2:26][CH3:27])=[O:24])[CH2:19][CH2:18]1.Br[CH2:29][C:30]([C:32]1[CH:37]=[CH:36][C:35]([Cl:38])=[CH:34][CH:33]=1)=[O:31].O, predict the reaction product. The product is: [Cl:38][C:35]1[CH:36]=[CH:37][C:32]([C:30](=[O:31])[CH2:29][N:7]2[C:11]3[CH:12]=[CH:13][CH:14]=[CH:15][C:10]=3[N:9]=[C:8]2[NH:16][CH:17]2[CH2:22][CH2:21][N:20]([C:23]([O:25][CH2:26][CH3:27])=[O:24])[CH2:19][CH2:18]2)=[CH:33][CH:34]=1. (7) The product is: [O:1]1[C:3]2([CH2:8][CH2:7][N:6]([C:9]3[CH:14]=[CH:13][C:12]([N:15]4[CH2:19][C@H:18]([CH2:20][NH:21][C:22](=[O:24])[CH3:23])[O:17][C:16]4=[O:25])=[CH:11][C:10]=3[F:26])[CH2:5][CH2:4]2)[CH2:38][CH2:37][O:36][CH2:40][CH2:2]1. Given the reactants [O:1]1[C:3]2([CH2:8][CH2:7][N:6]([C:9]3[CH:14]=[CH:13][C:12]([N:15]4[CH2:19][C@H:18]([CH2:20][NH:21][C:22](=[O:24])[CH3:23])[O:17][C:16]4=[O:25])=[CH:11][C:10]=3[F:26])[CH2:5][CH2:4]2)[CH2:2]1.C(O)CCO.B(F)(F)F.[O:36]1[CH2:40]C[CH2:38][CH2:37]1, predict the reaction product. (8) The product is: [Br:45][C:46]1[CH:47]=[C:48]([O:53][CH3:54])[C:49]([NH:52][S:29]([C:25]2[CH:26]=[CH:27][CH:28]=[C:23]([O:22][C:21]([F:34])([F:33])[F:20])[CH:24]=2)(=[O:31])=[O:30])=[N:50][CH:51]=1. Given the reactants ClC1C=C(OC)C(NS(C2N=CN(C)C=2)(=O)=O)=NC=1.[F:20][C:21]([F:34])([F:33])[O:22][C:23]1[CH:24]=[C:25]([S:29](Cl)(=[O:31])=[O:30])[CH:26]=[CH:27][CH:28]=1.CN1C=C(S(Cl)(=O)=O)N=C1.[Br:45][C:46]1[CH:47]=[C:48]([O:53][CH3:54])[C:49]([NH2:52])=[N:50][CH:51]=1.ClC1C=C(OC)C(N)=NC=1, predict the reaction product.